This data is from Retrosynthesis with 50K atom-mapped reactions and 10 reaction types from USPTO. The task is: Predict the reactants needed to synthesize the given product. (1) Given the product COC(=O)Cc1ccc(Oc2ccc(C(F)(F)F)cc2N)cc1, predict the reactants needed to synthesize it. The reactants are: COC(=O)Cc1ccc(Oc2ccc(C(F)(F)F)cc2[N+](=O)[O-])cc1. (2) Given the product CCc1cc(CCNCc2ccc(C(C)(C)C)cc2)ccc1Cl, predict the reactants needed to synthesize it. The reactants are: CC(C)(C)c1ccc(C=O)cc1.CCc1cc(CCN)ccc1Cl. (3) Given the product COc1c(CO)cc(Br)cc1[N+](=O)[O-], predict the reactants needed to synthesize it. The reactants are: COc1c(C=O)cc(Br)cc1[N+](=O)[O-]. (4) Given the product CC1(C)c2ccccc2-c2ccc(N(c3ccc(Br)cc3)c3ccc(-c4ccccc4)cc3)cc21, predict the reactants needed to synthesize it. The reactants are: Brc1ccc(I)cc1.CC1(C)c2ccccc2-c2ccc(Nc3ccc(-c4ccccc4)cc3)cc21. (5) Given the product C#CCS(=O)(=O)c1ccc(NC(C)=O)cc1, predict the reactants needed to synthesize it. The reactants are: C#CCBr.CC(=O)Nc1ccc(S(=O)O)cc1.